This data is from Peptide-MHC class I binding affinity with 185,985 pairs from IEDB/IMGT. The task is: Regression. Given a peptide amino acid sequence and an MHC pseudo amino acid sequence, predict their binding affinity value. This is MHC class I binding data. (1) The binding affinity (normalized) is 0.594. The peptide sequence is TMKEGWIVY. The MHC is BoLA-D18.4 with pseudo-sequence BoLA-D18.4. (2) The peptide sequence is RIRSERPAF. The MHC is HLA-B58:01 with pseudo-sequence HLA-B58:01. The binding affinity (normalized) is 0.0847. (3) The peptide sequence is KIKNRIERL. The MHC is HLA-B48:01 with pseudo-sequence HLA-B48:01. The binding affinity (normalized) is 0.0847. (4) The peptide sequence is KVVPRRKAK. The MHC is HLA-A03:01 with pseudo-sequence HLA-A03:01. The binding affinity (normalized) is 0.567. (5) The peptide sequence is HISCLTFGR. The MHC is HLA-A03:01 with pseudo-sequence HLA-A03:01. The binding affinity (normalized) is 0.0624. (6) The peptide sequence is KHNSAESAK. The MHC is HLA-B27:05 with pseudo-sequence HLA-B27:05. The binding affinity (normalized) is 0.0847. (7) The peptide sequence is APEEKYLSM. The MHC is HLA-B35:01 with pseudo-sequence HLA-B35:01. The binding affinity (normalized) is 0.381. (8) The peptide sequence is LQKIPLQWF. The MHC is HLA-A02:12 with pseudo-sequence HLA-A02:12. The binding affinity (normalized) is 0.0847.